This data is from Full USPTO retrosynthesis dataset with 1.9M reactions from patents (1976-2016). The task is: Predict the reactants needed to synthesize the given product. The reactants are: CC1(C)C(C)(C)OB([C:9]2[CH:14]=[CH:13][C:12]([C:15]3[CH:20]=[CH:19][C:18]([C@H:21]([N:23]4[CH2:27][CH2:26][CH2:25][CH2:24]4)[CH3:22])=[CH:17][CH:16]=3)=[CH:11][CH:10]=2)O1.Br[C:30]1[CH:31]=[N:32][C:33]([Cl:36])=[N:34][CH:35]=1. Given the product [Cl:36][C:33]1[N:34]=[CH:35][C:30]([C:9]2[CH:14]=[CH:13][C:12]([C:15]3[CH:20]=[CH:19][C:18]([CH:21]([N:23]4[CH2:27][CH2:26][CH2:25][CH2:24]4)[CH3:22])=[CH:17][CH:16]=3)=[CH:11][CH:10]=2)=[CH:31][N:32]=1, predict the reactants needed to synthesize it.